Dataset: Peptide-MHC class II binding affinity with 134,281 pairs from IEDB. Task: Regression. Given a peptide amino acid sequence and an MHC pseudo amino acid sequence, predict their binding affinity value. This is MHC class II binding data. (1) The peptide sequence is DDVLAILPIEDLKAL. The MHC is HLA-DPA10301-DPB10402 with pseudo-sequence HLA-DPA10301-DPB10402. The binding affinity (normalized) is 0.841. (2) The peptide sequence is GELQIVDKIDAAFKF. The MHC is DRB1_0701 with pseudo-sequence DRB1_0701. The binding affinity (normalized) is 0.565. (3) The peptide sequence is GELQIVAKIDAAFKI. The MHC is DRB1_1101 with pseudo-sequence DRB1_1101. The binding affinity (normalized) is 0.780. (4) The peptide sequence is IQYVNYWFAPGAGAA. The MHC is DRB1_0101 with pseudo-sequence DRB1_0101. The binding affinity (normalized) is 0.856. (5) The peptide sequence is CDEFINVPEWSYIVEKA. The MHC is DRB1_0401 with pseudo-sequence DRB1_0401. The binding affinity (normalized) is 0.414. (6) The MHC is HLA-DPA10201-DPB11401 with pseudo-sequence HLA-DPA10201-DPB11401. The binding affinity (normalized) is 0.608. The peptide sequence is GIFLSVAAGNEAENA.